This data is from Full USPTO retrosynthesis dataset with 1.9M reactions from patents (1976-2016). The task is: Predict the reactants needed to synthesize the given product. (1) Given the product [CH2:8]([O:15][C:16]([NH:18][C@@H:19]([CH2:25][S:7][C:1]1[CH:6]=[CH:5][CH:4]=[CH:3][CH:2]=1)[CH2:20][C:21]([O:23][CH3:24])=[O:22])=[O:17])[C:9]1[CH:10]=[CH:11][CH:12]=[CH:13][CH:14]=1, predict the reactants needed to synthesize it. The reactants are: [C:1]1([SH:7])[CH:6]=[CH:5][CH:4]=[CH:3][CH:2]=1.[CH2:8]([O:15][C:16]([NH:18][C@@H:19]([CH2:25]O)[CH2:20][C:21]([O:23][CH3:24])=[O:22])=[O:17])[C:9]1[CH:14]=[CH:13][CH:12]=[CH:11][CH:10]=1.C(P(CCCC)CCCC)CCC.N(/C(N1CCCCC1)=O)=N\C(N1CCCCC1)=O. (2) The reactants are: [CH3:1]O.[OH-].[Na+].CS([O:9][CH2:10][C:11]1[CH:16]=[C:15]([C:17]([O:19][CH2:20][CH3:21])=[CH2:18])[N:14]=[C:13]([Cl:22])[N:12]=1)(=O)=O. Given the product [Cl:22][C:13]1[N:14]=[C:15]([C:17]([O:19][CH2:20][CH3:21])=[CH2:18])[CH:16]=[C:11]([CH2:10][O:9][CH3:1])[N:12]=1, predict the reactants needed to synthesize it. (3) Given the product [CH3:1][O:2][C:3]1[CH:4]=[CH:5][C:6]([C:9]2[C:13]3[C:14]([NH:18][CH2:19][CH2:20][CH2:21][CH2:22][CH2:23][C:24]([OH:26])=[O:25])=[N:15][CH:16]=[CH:17][C:12]=3[O:11][C:10]=2[C:31]2[CH:32]=[CH:33][CH:34]=[CH:35][CH:36]=2)=[CH:7][CH:8]=1, predict the reactants needed to synthesize it. The reactants are: [CH3:1][O:2][C:3]1[CH:8]=[CH:7][C:6]([C:9]2[C:13]3[C:14]([NH:18][CH2:19][CH2:20][CH2:21][CH2:22][CH2:23][C:24]([O:26]C(C)(C)C)=[O:25])=[N:15][CH:16]=[CH:17][C:12]=3[O:11][C:10]=2[C:31]2[CH:36]=[CH:35][CH:34]=[CH:33][CH:32]=2)=[CH:5][CH:4]=1.FC(F)(F)C(O)=O.